Predict the reaction yield, written as a fraction of the theoretical maximum amount of product (1.0 means a 100% yield; for example, 0.34 means a 34% yield). From a dataset of Reaction yield outcomes from USPTO patents with 853,638 reactions. (1) The reactants are [I:1][C:2]1[CH:23]=[CH:22][C:5]([O:6][C:7]2[N:12]=[N:11][C:10]([O:13][CH:14]3[CH:19]4[CH2:20][CH2:21][N:16]([CH2:17][CH2:18]4)[CH2:15]3)=[CH:9][CH:8]=2)=[CH:4][CH:3]=1.[ClH:24]. The catalyst is CCOC(C)=O. The product is [ClH:24].[ClH:24].[ClH:24].[I:1][C:2]1[CH:3]=[CH:4][C:5]([O:6][C:7]2[N:12]=[N:11][C:10]([O:13][CH:14]3[CH:19]4[CH2:20][CH2:21][N:16]([CH2:17][CH2:18]4)[CH2:15]3)=[CH:9][CH:8]=2)=[CH:22][CH:23]=1. The yield is 0.800. (2) The reactants are [CH3:1][C:2]1[CH:3]=[C:4]([NH:16][C:17]2[C:26]3[C:21](=[CH:22][CH:23]=[CH:24][C:25]=3[O:27][CH2:28][C:29]([O:31]C)=[O:30])[N:20]=[CH:19][N:18]=2)[CH:5]=[CH:6][C:7]=1[O:8][C:9]1[CH:10]=[N:11][C:12]([CH3:15])=[CH:13][CH:14]=1.[OH-].[Na+]. The catalyst is C(O)C.C1COCC1. The product is [CH3:1][C:2]1[CH:3]=[C:4]([NH:16][C:17]2[C:26]3[C:21](=[CH:22][CH:23]=[CH:24][C:25]=3[O:27][CH2:28][C:29]([OH:31])=[O:30])[N:20]=[CH:19][N:18]=2)[CH:5]=[CH:6][C:7]=1[O:8][C:9]1[CH:10]=[N:11][C:12]([CH3:15])=[CH:13][CH:14]=1. The yield is 0.940. (3) The reactants are [Cl-].O[NH3+:3].[C:4](=[O:7])([O-])[OH:5].[Na+].CS(C)=O.[CH2:13]([C:17]1[N:18]=[C:19]([CH3:49])[N:20]([CH2:39][CH:40]2[CH2:44][C:43]3[CH:45]=[CH:46][CH:47]=[CH:48][C:42]=3[O:41]2)[C:21](=[O:38])[C:22]=1[CH2:23][C:24]1[CH:29]=[CH:28][C:27]([C:30]2[C:31]([C:36]#[N:37])=[CH:32][CH:33]=[CH:34][CH:35]=2)=[CH:26][CH:25]=1)[CH2:14][CH2:15][CH3:16]. The catalyst is C(OCC)(=O)C. The product is [CH2:13]([C:17]1[N:18]=[C:19]([CH3:49])[N:20]([CH2:39][CH:40]2[CH2:44][C:43]3[CH:45]=[CH:46][CH:47]=[CH:48][C:42]=3[O:41]2)[C:21](=[O:38])[C:22]=1[CH2:23][C:24]1[CH:25]=[CH:26][C:27]([C:30]2[CH:35]=[CH:34][CH:33]=[CH:32][C:31]=2[C:36]2[NH:3][C:4](=[O:7])[O:5][N:37]=2)=[CH:28][CH:29]=1)[CH2:14][CH2:15][CH3:16]. The yield is 0.0700. (4) The reactants are O[NH:2][C:3]([C:5]1[CH:29]=[CH:28][C:8]([O:9][CH:10]([C:15]2[CH:20]=[CH:19][C:18]([O:21][CH:22]([CH3:24])[CH3:23])=[C:17]([O:25][CH2:26][CH3:27])[CH:16]=2)[C:11]([O:13][CH3:14])=[O:12])=[CH:7][CH:6]=1)=[NH:4].C(OC(=O)C)(=O)C.[H][H]. The catalyst is C(O)(=O)C.[Pd]. The product is [C:11]([OH:13])(=[O:12])[CH3:10].[C:3]([C:5]1[CH:6]=[CH:7][C:8]([O:9][CH:10]([C:15]2[CH:20]=[CH:19][C:18]([O:21][CH:22]([CH3:23])[CH3:24])=[C:17]([O:25][CH2:26][CH3:27])[CH:16]=2)[C:11]([O:13][CH3:14])=[O:12])=[CH:28][CH:29]=1)(=[NH:2])[NH2:4]. The yield is 1.00. (5) The reactants are [N+:1]([C:4]1[CH:12]=[C:11]2[C:7]([C:8]([CH2:13][C:14]#[N:15])=[CH:9][NH:10]2)=[CH:6][CH:5]=1)([O-:3])=[O:2].[CH3:16][C:17]([O:20][C:21](O[C:21]([O:20][C:17]([CH3:19])([CH3:18])[CH3:16])=[O:22])=[O:22])([CH3:19])[CH3:18].CCN(CC)CC. The catalyst is C1COCC1. The product is [C:17]([O:20][C:21](=[O:22])[NH:15][CH2:14][CH2:13][C:8]1[C:7]2[C:11](=[CH:12][C:4]([N+:1]([O-:3])=[O:2])=[CH:5][CH:6]=2)[NH:10][CH:9]=1)([CH3:19])([CH3:18])[CH3:16]. The yield is 0.380. (6) The reactants are [Cl:1][C:2]1[CH:7]=[CH:6][C:5]([C@@:8]2(OC)[C@H:13]([OH:14])[C@@H:12]([OH:15])[C@H:11]([OH:16])[C:10]([CH2:19][OH:20])([CH2:17][OH:18])[O:9]2)=[CH:4][C:3]=1[CH2:23][O:24][C:25]1[CH:30]=[CH:29][CH:28]=[CH:27][CH:26]=1.C(O)(C(F)(F)F)=O. The catalyst is C(Cl)Cl. The product is [Cl:1][C:2]1[CH:7]=[CH:6][C:5]([C@@:8]23[O:9][C@@:10]([CH2:19][OH:20])([CH2:17][O:18]2)[C@@H:11]([OH:16])[C@H:12]([OH:15])[C@H:13]3[OH:14])=[CH:4][C:3]=1[CH2:23][O:24][C:25]1[CH:26]=[CH:27][CH:28]=[CH:29][CH:30]=1. The yield is 1.00.